Task: Predict the reaction yield, written as a fraction of the theoretical maximum amount of product (1.0 means a 100% yield; for example, 0.34 means a 34% yield).. Dataset: Reaction yield outcomes from USPTO patents with 853,638 reactions The reactants are [Cl:1][C:2]1[N:7]=[CH:6][C:5]2[C:8]([N:14]3[CH2:19][CH2:18][NH:17][CH2:16][CH2:15]3)=[N:9][N:10]([CH:11]([CH3:13])[CH3:12])[C:4]=2[CH:3]=1.[OH:20][C:21]([CH3:26])([CH3:25])[C:22](O)=[O:23]. The catalyst is CN(C)C=O. The product is [Cl:1][C:2]1[N:7]=[CH:6][C:5]2[C:8]([N:14]3[CH2:19][CH2:18][N:17]([C:22](=[O:23])[C:21]([OH:20])([CH3:26])[CH3:25])[CH2:16][CH2:15]3)=[N:9][N:10]([CH:11]([CH3:13])[CH3:12])[C:4]=2[CH:3]=1. The yield is 0.990.